The task is: Predict the product of the given reaction.. This data is from Forward reaction prediction with 1.9M reactions from USPTO patents (1976-2016). (1) Given the reactants [F:1][C@@H:2]1[CH2:6][CH2:5][N:4]([C:7]2[N:12]=[C:11]([N:13]3[CH2:18][CH2:17][O:16][CH2:15][CH2:14]3)[CH:10]=[C:9]([CH3:19])[C:8]=2[N+:20]([O-])=O)[CH2:3]1.CCN(C(C)C)C(C)C.[CH3:32][C:33]1[CH:37]=[CH:36][O:35][C:34]=1[C:38](Cl)=[O:39], predict the reaction product. The product is: [F:1][C@@H:2]1[CH2:6][CH2:5][N:4]([C:7]2[C:8]([NH:20][C:38]([C:34]3[O:35][CH:36]=[CH:37][C:33]=3[CH3:32])=[O:39])=[C:9]([CH3:19])[CH:10]=[C:11]([N:13]3[CH2:18][CH2:17][O:16][CH2:15][CH2:14]3)[N:12]=2)[CH2:3]1. (2) Given the reactants [OH:1][C:2]1[CH:7]=[CH:6][C:5]([P:8]([O:19][CH2:20][CH3:21])([CH2:10][P:11]([O:16][CH2:17][CH3:18])([O:13][CH2:14][CH3:15])=[O:12])=[O:9])=[CH:4][C:3]=1[C:22]([CH3:35])([CH3:34])[CH2:23][C:24]([O:26][CH2:27][C:28]1[CH:33]=[CH:32][CH:31]=[CH:30][CH:29]=1)=[O:25].[C:36](Cl)(=[O:38])[CH3:37].CCOC(C)=O, predict the reaction product. The product is: [C:36]([O:1][C:2]1[CH:7]=[CH:6][C:5]([P:8]([O:19][CH2:20][CH3:21])([CH2:10][P:11]([O:16][CH2:17][CH3:18])([O:13][CH2:14][CH3:15])=[O:12])=[O:9])=[CH:4][C:3]=1[C:22]([CH3:35])([CH3:34])[CH2:23][C:24]([O:26][CH2:27][C:28]1[CH:33]=[CH:32][CH:31]=[CH:30][CH:29]=1)=[O:25])(=[O:38])[CH3:37].